Dataset: Catalyst prediction with 721,799 reactions and 888 catalyst types from USPTO. Task: Predict which catalyst facilitates the given reaction. (1) Reactant: C(=O)(OC1C=CC=CC=1)N.[Br:11][C:12]1[S:16][C:15](N)=[N:14][CH:13]=1.F[B-](F)(F)F.[H+].[N:24]([O-:26])=[O:25].[Na+]. Product: [Br:11][C:12]1[S:16][C:15]([N+:24]([O-:26])=[O:25])=[N:14][CH:13]=1. The catalyst class is: 536. (2) Reactant: C(O)(C(F)(F)F)=O.[CH2:8]([O:10][P:11]([C:19]1[CH:24]=[CH:23][C:22]([NH:25][C:26]2[CH:31]=[C:30]([O:32][C:33]3[C:42]4[C:37](=[CH:38][CH:39]=[CH:40][CH:41]=4)[C:36]([NH:43]C(=O)OC(C)(C)C)=[CH:35][CH:34]=3)[CH:29]=[CH:28][N:27]=2)=[CH:21][C:20]=1[O:51][CH3:52])([C:13]1[CH:18]=[CH:17][CH:16]=[CH:15][CH:14]=1)=[O:12])[CH3:9]. Product: [NH2:43][C:36]1[C:37]2[C:42](=[CH:41][CH:40]=[CH:39][CH:38]=2)[C:33]([O:32][C:30]2[CH:29]=[CH:28][N:27]=[C:26]([NH:25][C:22]3[CH:23]=[CH:24][C:19]([P:11]([C:13]4[CH:18]=[CH:17][CH:16]=[CH:15][CH:14]=4)(=[O:12])[O:10][CH2:8][CH3:9])=[C:20]([O:51][CH3:52])[CH:21]=3)[CH:31]=2)=[CH:34][CH:35]=1. The catalyst class is: 2. (3) Reactant: [F:1][C:2]1[CH:3]=[C:4]2[C:8](=[CH:9][CH:10]=1)[NH:7][C:6]([C:11]([NH:13][C@@H:14]1[CH2:22][C:21]3[C:16](=[CH:17][CH:18]=[CH:19][CH:20]=3)[C@H:15]1[CH2:23][C:24]([O:26]C)=[O:25])=[O:12])=[CH:5]2.C(=O)([O-])[O-].[K+].[K+]. The catalyst class is: 5. Product: [F:1][C:2]1[CH:3]=[C:4]2[C:8](=[CH:9][CH:10]=1)[NH:7][C:6]([C:11]([NH:13][C@@H:14]1[CH2:22][C:21]3[C:16](=[CH:17][CH:18]=[CH:19][CH:20]=3)[C@H:15]1[CH2:23][C:24]([OH:26])=[O:25])=[O:12])=[CH:5]2. (4) Reactant: [Cl:1][C:2]1[CH:3]=[N:4][CH:5]=[CH:6][C:7]=1[CH:8]=[N:9][C:10]1[CH:15]=[C:14]([C:16]([F:19])([F:18])[F:17])[CH:13]=[CH:12][C:11]=1[OH:20].C(O)(=O)C.C(O)(=O)C.IC1C=CC=CC=1. Product: [Cl:1][C:2]1[CH:3]=[N:4][CH:5]=[CH:6][C:7]=1[C:8]1[O:20][C:11]2[CH:12]=[CH:13][C:14]([C:16]([F:18])([F:17])[F:19])=[CH:15][C:10]=2[N:9]=1. The catalyst class is: 5.